Predict which catalyst facilitates the given reaction. From a dataset of Catalyst prediction with 721,799 reactions and 888 catalyst types from USPTO. (1) Reactant: Br[CH2:2][CH2:3][O:4][C:5]1[CH:14]=[C:13]2[C:8]([C:9]([O:15][C:16]3[C:17]([F:26])=[C:18]4[C:22](=[CH:23][CH:24]=3)[NH:21][C:20]([CH3:25])=[CH:19]4)=[N:10][CH:11]=[N:12]2)=[CH:7][C:6]=1[O:27][CH3:28].[CH3:29][NH:30][CH2:31][C:32]#[CH:33]. Product: [F:26][C:17]1[C:16]([O:15][C:9]2[C:8]3[C:13](=[CH:14][C:5]([O:4][CH2:3][CH2:2][N:30]([CH3:29])[CH2:31][C:32]#[CH:33])=[C:6]([O:27][CH3:28])[CH:7]=3)[N:12]=[CH:11][N:10]=2)=[CH:24][CH:23]=[C:22]2[C:18]=1[CH:19]=[C:20]([CH3:25])[NH:21]2. The catalyst class is: 3. (2) Reactant: F[C:2](F)(F)[C:3]([OH:5])=O.[N:8]1([CH:14]2[CH2:19][CH2:18][CH:17]([O:20][C:21]3[C:22]4[C:23]5[CH2:24][NH:25][CH2:26][CH2:27][C:28]=5[S:29][C:30]=4[N:31]=[CH:32][N:33]=3)[CH2:16][CH2:15]2)[CH2:13][CH2:12][O:11][CH2:10][CH2:9]1.C(Cl)(=O)C. Product: [N:8]1([CH:14]2[CH2:15][CH2:16][CH:17]([O:20][C:21]3[C:22]4[C:23]5[CH2:24][N:25]([C:3](=[O:5])[CH3:2])[CH2:26][CH2:27][C:28]=5[S:29][C:30]=4[N:31]=[CH:32][N:33]=3)[CH2:18][CH2:19]2)[CH2:13][CH2:12][O:11][CH2:10][CH2:9]1. The catalyst class is: 2. (3) Reactant: CC(OC(/N=N/C(OC(C)C)=O)=O)C.C1(P(C2C=CC=CC=2)C2C=CC=CC=2)C=CC=CC=1.[NH2:34][C:35]1[C:40]([CH2:41][OH:42])=[CH:39][CH:38]=[CH:37][N:36]=1.[CH:43]1([C:48]2[CH:53]=[CH:52][C:51](O)=[CH:50][CH:49]=2)[CH2:47][CH2:46][CH2:45][CH2:44]1. Product: [CH:43]1([C:48]2[CH:49]=[CH:50][C:51]([O:42][CH2:41][C:40]3[C:35]([NH2:34])=[N:36][CH:37]=[CH:38][CH:39]=3)=[CH:52][CH:53]=2)[CH2:44][CH2:45][CH2:46][CH2:47]1. The catalyst class is: 1. (4) Reactant: [NH2:1][C@H:2]1[CH2:7][CH2:6][C@H:5]([NH:8][C:9]2[CH:10]=[C:11]([N:28]([CH:38]3[CH2:40][CH2:39]3)CC3C=CC(OC)=CC=3)[C:12]3[N:13]([C:15]([C:18]([NH:20][C:21]4[CH:26]=[CH:25][N:24]=[C:23]([F:27])[CH:22]=4)=[O:19])=[CH:16][N:17]=3)[N:14]=2)[CH2:4][CH2:3]1.CCN(C(C)C)C(C)C.Br[CH2:51][CH2:52][OH:53].C(O)(C(F)(F)F)=O. The catalyst class is: 881. Product: [CH:38]1([NH:28][C:11]2[C:12]3[N:13]([C:15]([C:18]([NH:20][C:21]4[CH:26]=[CH:25][N:24]=[C:23]([F:27])[CH:22]=4)=[O:19])=[CH:16][N:17]=3)[N:14]=[C:9]([NH:8][C@H:5]3[CH2:4][CH2:3][C@H:2]([NH:1][CH2:51][CH2:52][OH:53])[CH2:7][CH2:6]3)[CH:10]=2)[CH2:40][CH2:39]1. (5) Reactant: CO.C([O:10][C:11]1[C:12]([CH3:32])=[C:13]([CH3:31])[C:14]([N:18]([C:25]2[CH:30]=[CH:29][CH:28]=[CH:27][CH:26]=2)[C:19]2[CH:24]=[CH:23][CH:22]=[CH:21][CH:20]=2)=[N:15][C:16]=1[CH3:17])C1C=CC=CC=1. Product: [C:19]1([N:18]([C:25]2[CH:30]=[CH:29][CH:28]=[CH:27][CH:26]=2)[C:14]2[N:15]=[C:16]([CH3:17])[C:11]([OH:10])=[C:12]([CH3:32])[C:13]=2[CH3:31])[CH:20]=[CH:21][CH:22]=[CH:23][CH:24]=1. The catalyst class is: 354. (6) Reactant: [Cl:1][C:2]1[CH:3]=[C:4]([O:8][CH:9]([CH2:14][CH3:15])[C:10]([O:12]C)=[O:11])[CH:5]=[N:6][CH:7]=1.[OH-].[Na+]. Product: [Cl:1][C:2]1[CH:3]=[C:4]([O:8][CH:9]([CH2:14][CH3:15])[C:10]([OH:12])=[O:11])[CH:5]=[N:6][CH:7]=1. The catalyst class is: 6. (7) Reactant: [Cl:1][C:2]1[CH:7]=[CH:6][C:5]([NH2:8])=[CH:4][C:3]=1[O:9][CH2:10][CH:11]([N:13]([CH3:15])[CH3:14])[CH3:12].[Cl:16][C:17]1[C:18]([C:34]#N)=[C:19]([CH:31]=[CH:32][CH:33]=1)[O:20][C:21]1[CH:26]=[CH:25][C:24]([S:27](Cl)(=[O:29])=[O:28])=[CH:23][CH:22]=1. Product: [Cl:1][C:2]1[CH:7]=[CH:6][C:5]([NH:8][S:27]([C:24]2[CH:25]=[CH:26][C:21]([O:20][C:19]3[CH:31]=[CH:32][CH:33]=[C:17]([Cl:16])[C:18]=3[CH3:34])=[CH:22][CH:23]=2)(=[O:28])=[O:29])=[CH:4][C:3]=1[O:9][CH2:10][CH:11]([N:13]([CH3:14])[CH3:15])[CH3:12]. The catalyst class is: 22.